Dataset: Catalyst prediction with 721,799 reactions and 888 catalyst types from USPTO. Task: Predict which catalyst facilitates the given reaction. (1) Reactant: [CH3:1][N:2]1[C:6]([CH2:7]O)=[CH:5][C:4]([N+:9]([O-:11])=[O:10])=[N:3]1.P(Br)(Br)[Br:13].C(=O)(O)[O-].[Na+]. Product: [Br:13][CH2:7][C:6]1[N:2]([CH3:1])[N:3]=[C:4]([N+:9]([O-:11])=[O:10])[CH:5]=1. The catalyst class is: 452. (2) Reactant: [F:1][C:2]([F:22])([F:21])[S:3][C:4]1[CH:20]=[CH:19][C:7]([CH2:8][O:9][CH2:10][C:11]2[O:15][N:14]=[C:13]([C:16]([OH:18])=O)[CH:12]=2)=[CH:6][CH:5]=1.C(N(CC)CC)C.Cl.C(N=C=NCCCN(C)C)C.ON1C2C=CC=CC=2N=N1.[O:52]1[CH2:57][CH2:56][CH:55]([CH2:58][NH2:59])[CH2:54][CH2:53]1. Product: [O:52]1[CH2:57][CH2:56][CH:55]([CH2:58][NH:59][C:16]([C:13]2[CH:12]=[C:11]([CH2:10][O:9][CH2:8][C:7]3[CH:6]=[CH:5][C:4]([S:3][C:2]([F:1])([F:22])[F:21])=[CH:20][CH:19]=3)[O:15][N:14]=2)=[O:18])[CH2:54][CH2:53]1. The catalyst class is: 408.